Predict the reactants needed to synthesize the given product. From a dataset of Full USPTO retrosynthesis dataset with 1.9M reactions from patents (1976-2016). (1) Given the product [C:15]([O:14][C:12]([N:9]1[CH2:10][CH2:11][C:6]([C:4](=[O:3])[NH2:20])([F:19])[CH2:7][CH2:8]1)=[O:13])([CH3:18])([CH3:17])[CH3:16], predict the reactants needed to synthesize it. The reactants are: C([O:3][C:4]([C:6]1([F:19])[CH2:11][CH2:10][N:9]([C:12]([O:14][C:15]([CH3:18])([CH3:17])[CH3:16])=[O:13])[CH2:8][CH2:7]1)=O)C.[NH3:20]. (2) The reactants are: [Cl:1][C:2]1[C:3]([F:9])=[C:4]([CH:6]=[CH:7][CH:8]=1)[NH2:5].C(O[C:13]([CH3:23])=[C:14]([N+:20]([O-:22])=[O:21])[C:15]([O:17][CH2:18][CH3:19])=[O:16])C. Given the product [Cl:1][C:2]1[C:3]([F:9])=[C:4]([NH:5][C:13]([CH3:23])=[C:14]([N+:20]([O-:22])=[O:21])[C:15]([O:17][CH2:18][CH3:19])=[O:16])[CH:6]=[CH:7][CH:8]=1, predict the reactants needed to synthesize it. (3) Given the product [Br:11][C:12]1[CH:17]=[CH:16][C:15]([C:18]2([C:19]#[N:20])[CH2:21][CH:23]2[CH2:24][OH:25])=[CH:14][CH:13]=1, predict the reactants needed to synthesize it. The reactants are: C[Si]([N-][Si](C)(C)C)(C)C.[Na+].[Br:11][C:12]1[CH:17]=[CH:16][C:15]([CH2:18][C:19]#[N:20])=[CH:14][CH:13]=1.[CH2:21]([CH:23]1[O:25][CH2:24]1)Cl. (4) Given the product [CH3:3][O:4][C:5]1[C:6]([C:30]2[CH:35]=[CH:34][CH:33]=[CH:32][CH:31]=2)=[CH:7][C:8]([NH:15][C:16]([C:18]2[CH:19]=[N:20][CH:21]=[C:22]([C:24]3[CH:29]=[CH:28][CH:27]=[CH:26][CH:25]=3)[CH:23]=2)=[O:17])=[C:9]([CH:14]=1)[C:10]([OH:12])=[O:11], predict the reactants needed to synthesize it. The reactants are: [OH-].[Na+].[CH3:3][O:4][C:5]1[C:6]([C:30]2[CH:35]=[CH:34][CH:33]=[CH:32][CH:31]=2)=[CH:7][C:8]([NH:15][C:16]([C:18]2[CH:19]=[N:20][CH:21]=[C:22]([C:24]3[CH:29]=[CH:28][CH:27]=[CH:26][CH:25]=3)[CH:23]=2)=[O:17])=[C:9]([CH:14]=1)[C:10]([O:12]C)=[O:11].C(Cl)(Cl)Cl. (5) Given the product [Br:1][C:2]1[N:7]=[CH:6][C:5]2[CH:8]=[C:9]([C:11]3[CH:12]=[N:13][N:14]([CH3:16])[CH:15]=3)[N:10]([C:18]3[CH:23]=[CH:22][C:21]([CH3:24])=[CH:20][N:19]=3)[C:4]=2[CH:3]=1, predict the reactants needed to synthesize it. The reactants are: [Br:1][C:2]1[N:7]=[CH:6][C:5]2[CH:8]=[C:9]([C:11]3[CH:12]=[N:13][N:14]([CH3:16])[CH:15]=3)[NH:10][C:4]=2[CH:3]=1.Br[C:18]1[CH:23]=[CH:22][C:21]([CH3:24])=[CH:20][N:19]=1.C(=O)([O-])[O-].[K+].[K+]. (6) The reactants are: [Cl:1][C:2]1[CH:7]=[CH:6][CH:5]=[C:4]([Cl:8])[C:3]=1[CH2:9][CH2:10][B-](F)(F)F.[K+].[O-]P([O-])([O-])=O.[K+].[K+].[K+].[CH2:24]([N:31]1[CH2:36][CH:35]([C:37]2[CH:42]=[CH:41][C:40](Br)=[CH:39][CH:38]=2)[O:34][CH2:33][CH2:32]1)[C:25]1[CH:30]=[CH:29][CH:28]=[CH:27][CH:26]=1.C1(P(C2CCCCC2)C2C=CC=CC=2C2C(OC(C)C)=CC=CC=2OC(C)C)CCCCC1. Given the product [CH2:24]([N:31]1[CH2:32][CH2:33][O:34][CH:35]([C:37]2[CH:42]=[CH:41][C:40]([CH2:10][CH2:9][C:3]3[C:2]([Cl:1])=[CH:7][CH:6]=[CH:5][C:4]=3[Cl:8])=[CH:39][CH:38]=2)[CH2:36]1)[C:25]1[CH:26]=[CH:27][CH:28]=[CH:29][CH:30]=1, predict the reactants needed to synthesize it. (7) The reactants are: [CH2:1]([O:3][C:4]([N:6]1[CH2:12][CH2:11][C:10]2=[N:13][C:14]([C:18]3[CH:23]=[CH:22][N:21]=[CH:20][N:19]=3)=[CH:15][C:16](=[O:17])[N:9]2[CH2:8][CH2:7]1)=[O:5])[CH3:2].C[Si]([N-][Si](C)(C)C)(C)C.[Li+].[Br:34]Br. Given the product [CH2:1]([O:3][C:4]([N:6]1[CH2:12][CH:11]([Br:34])[C:10]2=[N:13][C:14]([C:18]3[CH:23]=[CH:22][N:21]=[CH:20][N:19]=3)=[CH:15][C:16](=[O:17])[N:9]2[CH2:8][CH2:7]1)=[O:5])[CH3:2], predict the reactants needed to synthesize it.